From a dataset of Full USPTO retrosynthesis dataset with 1.9M reactions from patents (1976-2016). Predict the reactants needed to synthesize the given product. (1) Given the product [Cl:1][C:2]1[CH:3]=[C:4]2[C:13](=[CH:14][CH:15]=1)[C:12]([NH:16][CH2:17][CH2:18][CH2:19][NH:20][CH:26]1[CH2:27][CH2:28][CH2:29][C:30]3[NH:21][C:22](=[O:32])[CH:23]=[CH:24][C:25]1=3)=[C:11]1[C:6]([CH2:7][CH2:8][CH2:9][CH2:10]1)=[N:5]2, predict the reactants needed to synthesize it. The reactants are: [Cl:1][C:2]1[CH:3]=[C:4]2[C:13](=[CH:14][CH:15]=1)[C:12]([NH:16][CH2:17][CH2:18][CH2:19][NH2:20])=[C:11]1[C:6]([CH2:7][CH2:8][CH2:9][CH2:10]1)=[N:5]2.[NH:21]1[C:30]2[CH2:29][CH2:28][CH2:27][C:26](=O)[C:25]=2[CH:24]=[CH:23][C:22]1=[O:32].C1C=CC=CC=1. (2) Given the product [F:1][C:2]1[CH:7]=[C:6]([C:8]([F:10])([F:11])[F:9])[CH:5]=[CH:4][C:3]=1[C:12]1[C:13]2[CH:20]([CH2:21][C:22]([N:24]3[CH2:28][CH2:27][CH2:26][C@@H:25]3[CH3:29])=[O:23])[CH2:19][CH2:18][C:14]=2[CH:15]=[N:16][CH:17]=1, predict the reactants needed to synthesize it. The reactants are: [F:1][C:2]1[CH:7]=[C:6]([C:8]([F:11])([F:10])[F:9])[CH:5]=[CH:4][C:3]=1[C:12]1[C:13]2[CH:20]([CH2:21][C:22]([N:24]3[CH2:28][CH2:27][CH2:26][CH2:25]3)=[O:23])[CH2:19][CH2:18][C:14]=2[CH:15]=[N:16][CH:17]=1.[CH3:29][C@H]1CCCN1. (3) Given the product [C:13]([CH:17]1[O:18][CH2:19][CH:20]2[CH:7]([O:6][C:4](=[O:5])[C:3]3[C:2]2=[N:11][C:10]([CH3:12])=[CH:9][CH:8]=3)[CH2:22]1)([CH3:16])([CH3:15])[CH3:14], predict the reactants needed to synthesize it. The reactants are: Cl[C:2]1[N:11]=[C:10]([CH3:12])[CH:9]=[CH:8][C:3]=1[C:4]([O:6][CH3:7])=[O:5].[C:13]([CH:17]1[CH2:22]C(=O)[CH2:20][CH2:19][O:18]1)([CH3:16])([CH3:15])[CH3:14].CC1(C)C2C(=C(P(C3C=CC=CC=3)C3C=CC=CC=3)C=CC=2)OC2C(P(C3C=CC=CC=3)C3C=CC=CC=3)=CC=CC1=2.C([O-])([O-])=O.[Cs+].[Cs+]. (4) Given the product [CH3:1][O:2][C:3]([C:5]1[S:6][C:7]([C:20]#[C:21][C:22]([CH3:24])([CH3:23])[CH3:25])=[CH:8][C:9]=1[N:10]([CH2:29][C:30](=[O:31])[N:32]([CH3:34])[CH3:33])[C:11]([C@H:13]1[CH2:14][CH2:15][C@H:16]([CH3:19])[CH2:17][CH2:18]1)=[O:12])=[O:4], predict the reactants needed to synthesize it. The reactants are: [CH3:1][O:2][C:3]([C:5]1[S:6][C:7]([C:20]#[C:21][C:22]([CH3:25])([CH3:24])[CH3:23])=[CH:8][C:9]=1[NH:10][C:11]([C@H:13]1[CH2:18][CH2:17][C@H:16]([CH3:19])[CH2:15][CH2:14]1)=[O:12])=[O:4].[H-].[Na+].Cl[CH2:29][C:30]([N:32]([CH3:34])[CH3:33])=[O:31].O. (5) Given the product [O:11]1[C:15]2[CH:16]=[CH:17][C:18]([C@@H:20]([CH2:27][C:28]3[N:29]=[C:30]([CH2:33][CH2:34][CH2:35][CH:36]=[O:37])[S:31][CH:32]=3)[CH2:21][C:22]([O:24][CH2:25][CH3:26])=[O:23])=[CH:19][C:14]=2[O:13][CH2:12]1, predict the reactants needed to synthesize it. The reactants are: CS(C)=O.C(Cl)(=O)C(Cl)=O.[O:11]1[C:15]2[CH:16]=[CH:17][C:18]([C@@H:20]([CH2:27][C:28]3[N:29]=[C:30]([CH2:33][CH2:34][CH2:35][CH2:36][OH:37])[S:31][CH:32]=3)[CH2:21][C:22]([O:24][CH2:25][CH3:26])=[O:23])=[CH:19][C:14]=2[O:13][CH2:12]1.C(N(CC)CC)C. (6) Given the product [CH3:1][C:2]1[O:11][C:5]2[N:6]=[CH:7][N:8]=[C:9]([S:13][CH3:12])[C:4]=2[CH:3]=1, predict the reactants needed to synthesize it. The reactants are: [CH3:1][C:2]1[O:11][C:5]2[N:6]=[CH:7][N:8]=[C:9](Cl)[C:4]=2[CH:3]=1.[CH3:12][S-:13].[Na+]. (7) Given the product [CH3:16][N:17]1[CH2:2][C:3]2[C:4](=[CH:9][CH:10]=[C:11]([N+:13]([O-:15])=[O:14])[CH:12]=2)[C:5]1=[O:6], predict the reactants needed to synthesize it. The reactants are: Br[CH2:2][C:3]1[CH:12]=[C:11]([N+:13]([O-:15])=[O:14])[CH:10]=[CH:9][C:4]=1[C:5](OC)=[O:6].[CH3:16][NH2:17].CO. (8) Given the product [NH2:19][CH2:18][CH2:17][CH2:16][CH2:15][CH2:14][CH2:13][N:8]1[C:9]2[N:5]3[C:4](=[N:3][C:2]([CH3:1])=[C:6]3[C:7]1=[O:30])[CH:12]=[CH:11][CH:10]=2, predict the reactants needed to synthesize it. The reactants are: [CH3:1][C:2]1[N:3]=[C:4]2[CH:12]=[CH:11][CH:10]=[C:9]3[N:5]2[C:6]=1[C:7](=[O:30])[N:8]3[CH2:13][CH2:14][CH2:15][CH2:16][CH2:17][CH2:18][N:19]1C(=O)C2=CC=CC=C2C1=O.NN.